From a dataset of Forward reaction prediction with 1.9M reactions from USPTO patents (1976-2016). Predict the product of the given reaction. (1) Given the reactants [F:1][C:2]1[CH:3]=[C:4]2[C:9](=[C:10]([F:12])[CH:11]=1)[CH2:8][CH:7]([NH:13][CH:14]([CH2:18][CH2:19][CH3:20])[C:15]([OH:17])=O)[CH2:6][CH2:5]2.[CH3:21][C:22]([N:32]1[CH:36]=[C:35]([NH2:37])[N:34]=[CH:33]1)([CH3:31])[CH2:23][N:24]1[CH2:29][CH2:28][N:27]([CH3:30])[CH2:26][CH2:25]1, predict the reaction product. The product is: [CH3:31][C:22]([N:32]1[CH:36]=[C:35]([NH:37][C:15](=[O:17])[CH:14]([NH:13][CH:7]2[CH2:6][CH2:5][C:4]3[C:9](=[C:10]([F:12])[CH:11]=[C:2]([F:1])[CH:3]=3)[CH2:8]2)[CH2:18][CH2:19][CH3:20])[N:34]=[CH:33]1)([CH3:21])[CH2:23][N:24]1[CH2:25][CH2:26][N:27]([CH3:30])[CH2:28][CH2:29]1. (2) Given the reactants [CH2:1]([N:8]1[CH2:13][CH2:12][C@H:11]([CH:14]([NH2:16])[CH3:15])[C@@H:10]([C:17]2[CH:22]=[CH:21][C:20]([Cl:23])=[CH:19][CH:18]=2)[CH2:9]1)[C:2]1[CH:7]=[CH:6][CH:5]=[CH:4][CH:3]=1.Br[C:25]1[CH:30]=[CH:29][C:28]([C:31]#[N:32])=[CH:27][N:26]=1.CCN(C(C)C)C(C)C, predict the reaction product. The product is: [CH2:1]([N:8]1[CH2:13][CH2:12][C@H:11]([CH:14]([NH:16][C:25]2[CH:30]=[CH:29][C:28]([C:31]#[N:32])=[CH:27][N:26]=2)[CH3:15])[C@@H:10]([C:17]2[CH:22]=[CH:21][C:20]([Cl:23])=[CH:19][CH:18]=2)[CH2:9]1)[C:2]1[CH:3]=[CH:4][CH:5]=[CH:6][CH:7]=1.